This data is from Full USPTO retrosynthesis dataset with 1.9M reactions from patents (1976-2016). The task is: Predict the reactants needed to synthesize the given product. Given the product [NH2:15][CH:8]([C:5]1[CH:4]=[CH:3][C:2]([Cl:1])=[CH:7][CH:6]=1)[CH2:9][NH:10][S:11]([CH3:14])(=[O:13])=[O:12], predict the reactants needed to synthesize it. The reactants are: [Cl:1][C:2]1[CH:7]=[CH:6][C:5]([CH:8]([NH:15]C(=O)OC(C)(C)C)[CH2:9][NH:10][S:11]([CH3:14])(=[O:13])=[O:12])=[CH:4][CH:3]=1.FC(F)(F)C(O)=O.